Dataset: Peptide-MHC class I binding affinity with 185,985 pairs from IEDB/IMGT. Task: Regression. Given a peptide amino acid sequence and an MHC pseudo amino acid sequence, predict their binding affinity value. This is MHC class I binding data. (1) The peptide sequence is CYLDTNIKM. The MHC is HLA-A68:01 with pseudo-sequence HLA-A68:01. The binding affinity (normalized) is 0.0611. (2) The peptide sequence is LLIKTLSPA. The MHC is HLA-A68:02 with pseudo-sequence HLA-A68:02. The binding affinity (normalized) is 0.259. (3) The peptide sequence is LTKHPNQEY. The MHC is HLA-A30:02 with pseudo-sequence HLA-A30:02. The binding affinity (normalized) is 0.535. (4) The MHC is HLA-A02:01 with pseudo-sequence HLA-A02:01. The binding affinity (normalized) is 0.0951. The peptide sequence is YNFSLGAAV. (5) The peptide sequence is KSKKNSKSI. The MHC is H-2-Db with pseudo-sequence H-2-Db. The binding affinity (normalized) is 0.104. (6) The peptide sequence is LGPGLNPYL. The MHC is H-2-Dd with pseudo-sequence H-2-Dd. The binding affinity (normalized) is 0.336.